Binary Classification. Given a miRNA mature sequence and a target amino acid sequence, predict their likelihood of interaction. From a dataset of Experimentally validated miRNA-target interactions with 360,000+ pairs, plus equal number of negative samples. The miRNA is hsa-miR-196b-3p with sequence UCGACAGCACGACACUGCCUUC. The protein sequence of the target gene is MELYETSPYFYQEPRFYDGENYLPVHLQGFEPPGYERTELTLSPEAPGPLEDKGLGTPEHCPGQCLPWACKVCKRKSVSVDRRRAATLREKRRLKKVNEAFEALKRSTLLNPNQRLPKVEILRSAIQYIERLQALLSSLNQEERDLRYRGGGGPQPGVPSECSSHSASCSPEWGSALEFSANPGDHLLTADPTDAHNLHSLTSIVDSITVEDVSVAFPDETMPN. Result: 0 (no interaction).